This data is from Reaction yield outcomes from USPTO patents with 853,638 reactions. The task is: Predict the reaction yield, written as a fraction of the theoretical maximum amount of product (1.0 means a 100% yield; for example, 0.34 means a 34% yield). The reactants are Br[C:2]1[CH:3]=[C:4]2[N:10]=[CH:9][N:8]([CH3:11])[C:5]2=[N:6][CH:7]=1.[C:12](=[NH:25])([C:19]1[CH:24]=[CH:23][CH:22]=[CH:21][CH:20]=1)[C:13]1[CH:18]=[CH:17][CH:16]=[CH:15][CH:14]=1.CC(C)([O-])C.[Na+]. The yield is 0.570. The product is [C:12](=[N:25][C:2]1[CH:3]=[C:4]2[N:10]=[CH:9][N:8]([CH3:11])[C:5]2=[N:6][CH:7]=1)([C:19]1[CH:20]=[CH:21][CH:22]=[CH:23][CH:24]=1)[C:13]1[CH:18]=[CH:17][CH:16]=[CH:15][CH:14]=1. The catalyst is C1(C)C=CC=CC=1.C1C=CC(/C=C/C(/C=C/C2C=CC=CC=2)=O)=CC=1.C1C=CC(/C=C/C(/C=C/C2C=CC=CC=2)=O)=CC=1.C1C=CC(/C=C/C(/C=C/C2C=CC=CC=2)=O)=CC=1.[Pd].[Pd].C1C=CC(P(C2C(C3C(P(C4C=CC=CC=4)C4C=CC=CC=4)=CC=C4C=3C=CC=C4)=C3C(C=CC=C3)=CC=2)C2C=CC=CC=2)=CC=1.